From a dataset of Reaction yield outcomes from USPTO patents with 853,638 reactions. Predict the reaction yield, written as a fraction of the theoretical maximum amount of product (1.0 means a 100% yield; for example, 0.34 means a 34% yield). The reactants are Cl.[NH2:2]O.[CH3:4][CH:5]([CH3:16])[C:6](=[O:15])[CH2:7][C:8](=O)[C:9]([O:11][CH2:12][CH3:13])=[O:10]. The catalyst is CCO. The product is [CH:5]([C:6]1[O:15][N:2]=[C:8]([C:9]([O:11][CH2:12][CH3:13])=[O:10])[CH:7]=1)([CH3:16])[CH3:4]. The yield is 0.980.